Task: Regression. Given two drug SMILES strings and cell line genomic features, predict the synergy score measuring deviation from expected non-interaction effect.. Dataset: NCI-60 drug combinations with 297,098 pairs across 59 cell lines (1) Drug 1: C1CNP(=O)(OC1)N(CCCl)CCCl. Drug 2: CC12CCC3C(C1CCC2OP(=O)(O)O)CCC4=C3C=CC(=C4)OC(=O)N(CCCl)CCCl.[Na+]. Cell line: A549. Synergy scores: CSS=7.32, Synergy_ZIP=-2.85, Synergy_Bliss=-1.82, Synergy_Loewe=-0.0322, Synergy_HSA=-0.575. (2) Cell line: OVCAR-5. Drug 1: CC(C1=C(C=CC(=C1Cl)F)Cl)OC2=C(N=CC(=C2)C3=CN(N=C3)C4CCNCC4)N. Synergy scores: CSS=2.82, Synergy_ZIP=0.676, Synergy_Bliss=3.10, Synergy_Loewe=-8.64, Synergy_HSA=-2.48. Drug 2: CCCS(=O)(=O)NC1=C(C(=C(C=C1)F)C(=O)C2=CNC3=C2C=C(C=N3)C4=CC=C(C=C4)Cl)F. (3) Drug 1: CN1C(=O)N2C=NC(=C2N=N1)C(=O)N. Drug 2: CC(C)NC(=O)C1=CC=C(C=C1)CNNC.Cl. Cell line: SK-MEL-5. Synergy scores: CSS=3.55, Synergy_ZIP=-2.27, Synergy_Bliss=-2.19, Synergy_Loewe=-2.05, Synergy_HSA=-1.52. (4) Drug 2: C(CC(=O)O)C(=O)CN.Cl. Drug 1: C1CC(C1)(C(=O)O)C(=O)O.[NH2-].[NH2-].[Pt+2]. Synergy scores: CSS=-3.66, Synergy_ZIP=4.83, Synergy_Bliss=7.83, Synergy_Loewe=-0.299, Synergy_HSA=0.948. Cell line: SW-620. (5) Synergy scores: CSS=2.00, Synergy_ZIP=-1.23, Synergy_Bliss=-0.262, Synergy_Loewe=-0.927, Synergy_HSA=-0.237. Drug 1: C1CCC(CC1)NC(=O)N(CCCl)N=O. Drug 2: CCC(=C(C1=CC=CC=C1)C2=CC=C(C=C2)OCCN(C)C)C3=CC=CC=C3.C(C(=O)O)C(CC(=O)O)(C(=O)O)O. Cell line: OVCAR-4.